From a dataset of hERG Central: cardiac toxicity at 1µM, 10µM, and general inhibition. Predict hERG channel inhibition at various concentrations. (1) The compound is COc1ccc(C(=O)C2CCCN(Cc3ccc4nonc4c3)C2)cc1OC. Results: hERG_inhib (hERG inhibition (general)): blocker. (2) The compound is CCN1CCN(c2nc(-c3cccnc3)nc3ccccc23)CC1.Cl. Results: hERG_inhib (hERG inhibition (general)): blocker. (3) The molecule is C/C(=N\NC(=O)c1cccc(S(=O)(=O)N2CCOCC2)c1)c1ccc(C#N)cc1. Results: hERG_inhib (hERG inhibition (general)): blocker.